This data is from Reaction yield outcomes from USPTO patents with 853,638 reactions. The task is: Predict the reaction yield, written as a fraction of the theoretical maximum amount of product (1.0 means a 100% yield; for example, 0.34 means a 34% yield). (1) The reactants are [C:1]([O:5][C:6]([NH:8][CH2:9][CH2:10][CH2:11][CH2:12][C:13]1[CH:18]=[CH:17][C:16]([S:19]C(=O)N(C)C)=[CH:15][CH:14]=1)=[O:7])([CH3:4])([CH3:3])[CH3:2].[OH-].[K+]. The catalyst is CO.O. The product is [C:1]([O:5][C:6](=[O:7])[NH:8][CH2:9][CH2:10][CH2:11][CH2:12][C:13]1[CH:14]=[CH:15][C:16]([SH:19])=[CH:17][CH:18]=1)([CH3:4])([CH3:2])[CH3:3]. The yield is 0.450. (2) The reactants are [CH3:1][O:2][C:3]1[CH:4]=[C:5]2[C:10](=[CH:11][C:12]=1[O:13][CH3:14])[N:9]=[CH:8][N:7]=[C:6]2[O:15][C:16]1[C:17]([F:24])=[CH:18][C:19]([F:23])=[C:20]([CH:22]=1)[NH2:21].CCN(C(C)C)C(C)C.[C:34]([C:38]1[O:42][N:41]=[C:40]([NH:43][C:44](=O)[O:45]C2C=CC=CC=2)[CH:39]=1)([CH3:37])([CH3:36])[CH3:35].O. The catalyst is C1COCC1.CN(C1C=CN=CC=1)C. The product is [C:34]([C:38]1[O:42][N:41]=[C:40]([NH:43][C:44]([NH:21][C:20]2[CH:22]=[C:16]([O:15][C:6]3[C:5]4[C:10](=[CH:11][C:12]([O:13][CH3:14])=[C:3]([O:2][CH3:1])[CH:4]=4)[N:9]=[CH:8][N:7]=3)[C:17]([F:24])=[CH:18][C:19]=2[F:23])=[O:45])[CH:39]=1)([CH3:37])([CH3:35])[CH3:36]. The yield is 0.250. (3) The reactants are [CH2:1]([N:8]1[C:12]([NH2:13])=[CH:11][C:10]([C:14]([CH3:17])([CH3:16])[CH3:15])=[N:9]1)[C:2]1[CH:7]=[CH:6][CH:5]=[CH:4][CH:3]=1.Cl[C:19]([O:21][C:22]1[CH:27]=[CH:26][CH:25]=[CH:24][CH:23]=1)=[O:20]. No catalyst specified. The product is [CH2:1]([N:8]1[C:12]([NH:13][C:19](=[O:20])[O:21][C:22]2[CH:27]=[CH:26][CH:25]=[CH:24][CH:23]=2)=[CH:11][C:10]([C:14]([CH3:17])([CH3:16])[CH3:15])=[N:9]1)[C:2]1[CH:3]=[CH:4][CH:5]=[CH:6][CH:7]=1. The yield is 0.610. (4) The catalyst is CN(C=O)C. The product is [CH3:1][CH:2]([CH3:43])[C@H:3]([NH:38][C:39](=[O:42])[O:40][CH3:41])[C:4]([N:5]1[CH2:9][CH2:8][CH2:7][C@H:6]1[C:10]1[NH:11][C:12]([C:15]2[CH:20]=[CH:19][C:18]([C:21]3[CH:22]=[CH:23][C:24]([C:27]4[NH:31][C:30]([C@@H:32]5[CH2:36][CH2:35][CH2:34][N:33]5[C:56](=[O:57])[C@H:55]([CH:54]([CH3:53])[CH3:66])[NH:59][C:60]5[CH:61]=[N:62][CH:63]=[CH:64][CH:65]=5)=[N:29][CH:28]=4)=[CH:25][CH:26]=3)=[CH:17][CH:16]=2)=[CH:13][N:14]=1)=[O:37]. The reactants are [CH3:1][CH:2]([CH3:43])[C@H:3]([NH:38][C:39](=[O:42])[O:40][CH3:41])[C:4](=[O:37])[N:5]1[CH2:9][CH2:8][CH2:7][C@H:6]1[C:10]1[NH:11][C:12]([C:15]2[CH:20]=[CH:19][C:18]([C:21]3[CH:26]=[CH:25][C:24]([C:27]4[NH:31][C:30]([C@@H:32]5[CH2:36][CH2:35][CH2:34][NH:33]5)=[N:29][CH:28]=4)=[CH:23][CH:22]=3)=[CH:17][CH:16]=2)=[CH:13][N:14]=1.CCN(C(C)C)C(C)C.[CH3:53][CH:54]([CH3:66])[C@H:55]([NH:59][C:60]1[CH:61]=[N:62][CH:63]=[CH:64][CH:65]=1)[C:56](O)=[O:57].CN(C(ON1N=NC2C=CC=NC1=2)=[N+](C)C)C.F[P-](F)(F)(F)(F)F. The yield is 0.560. (5) The reactants are Br[CH2:2][C:3]1[N:4]([CH3:19])[C:5]2[C:10]([N:11]=1)=[C:9]([N:12]1[CH2:17][CH2:16][O:15][CH2:14][CH2:13]1)[N:8]=[C:7]([Cl:18])[N:6]=2.[CH3:20][O:21][P:22]([O:25]C)[O:23][CH3:24]. No catalyst specified. The product is [CH3:20][O:21][P:22]([CH2:2][C:3]1[N:4]([CH3:19])[C:5]2[C:10]([N:11]=1)=[C:9]([N:12]1[CH2:17][CH2:16][O:15][CH2:14][CH2:13]1)[N:8]=[C:7]([Cl:18])[N:6]=2)(=[O:25])[O:23][CH3:24]. The yield is 0.790. (6) The reactants are [CH:1]1([CH2:4][N:5]([C@@H:17]2[CH2:22][CH2:21][CH2:20][CH2:19][C@H:18]2[OH:23])[C:6]([C@H:8]2[C@H:10]([C:11]3[CH:16]=[CH:15][CH:14]=[CH:13][CH:12]=3)[O:9]2)=[O:7])[CH2:3][CH2:2]1. The catalyst is C(#N)C.C(O)(C(F)(F)F)=O. The product is [CH:1]1([CH2:4][N:5]2[C@@H:17]3[CH2:22][CH2:21][CH2:20][CH2:19][C@H:18]3[O:23][C@@H:10]([C:11]3[CH:16]=[CH:15][CH:14]=[CH:13][CH:12]=3)[C@@H:8]([OH:9])[C:6]2=[O:7])[CH2:2][CH2:3]1. The yield is 0.810. (7) The reactants are [NH:1]1[C:5]2[CH:6]=[CH:7][C:8]([C:10]([N:12]3[C@@H:21]4[C@@H:16]([C:17]5[C:25]([C:26]([NH2:28])=O)=[CH:24][CH:23]=[CH:22][C:18]=5[CH2:19][CH2:20]4)[CH2:15][CH2:14][CH2:13]3)=[O:11])=[CH:9][C:4]=2[N:3]=[CH:2]1. The product is [NH:1]1[C:5]2[CH:6]=[CH:7][C:8]([C:10]([N:12]3[C@@H:21]4[C@@H:16]([C:17]5[C:25]([C:26]#[N:28])=[CH:24][CH:23]=[CH:22][C:18]=5[CH2:19][CH2:20]4)[CH2:15][CH2:14][CH2:13]3)=[O:11])=[CH:9][C:4]=2[N:3]=[CH:2]1. The catalyst is C(Cl)Cl.CO. The yield is 0.660. (8) The reactants are C1(S([N:10]2[CH:14]=[CH:13][C:12]([C:15]([F:18])([F:17])[F:16])=[C:11]2[C:19]([NH:21][C:22]2[CH:27]=[CH:26][CH:25]=[CH:24][C:23]=2[CH3:28])=[O:20])(=O)=O)C=CC=CC=1.[OH-].[Na+]. The catalyst is CO. The product is [C:23]1([CH3:28])[CH:24]=[CH:25][CH:26]=[CH:27][C:22]=1[NH:21][C:19]([C:11]1[NH:10][CH:14]=[CH:13][C:12]=1[C:15]([F:16])([F:17])[F:18])=[O:20]. The yield is 0.500.